Dataset: Reaction yield outcomes from USPTO patents with 853,638 reactions. Task: Predict the reaction yield, written as a fraction of the theoretical maximum amount of product (1.0 means a 100% yield; for example, 0.34 means a 34% yield). (1) The reactants are [N:1]1[NH:2][N:3]=[N:4][C:5]=1[CH2:6][C:7]([NH:30][C:31](=[O:43])[C:32]1[CH:37]=[CH:36][C:35]([F:38])=[C:34]([C:39]([F:42])([F:41])[F:40])[CH:33]=1)([C:19]1[CH:24]=[CH:23][CH:22]=[C:21]([O:25][C:26]([F:29])([F:28])[F:27])[CH:20]=1)[C:8]1[CH:13]=[CH:12][CH:11]=[C:10]([O:14][C:15]([F:18])([F:17])[F:16])[CH:9]=1.[N+](=[CH:46][Si](C)(C)C)=[N-]. The catalyst is C1COCC1.CO. The product is [F:38][C:35]1[CH:36]=[CH:37][C:32]([C:31]([NH:30][C:7]([C:8]2[CH:13]=[CH:12][CH:11]=[C:10]([O:14][C:15]([F:16])([F:17])[F:18])[CH:9]=2)([C:19]2[CH:24]=[CH:23][CH:22]=[C:21]([O:25][C:26]([F:27])([F:28])[F:29])[CH:20]=2)[CH2:6][C:5]2[N:4]=[N:3][N:2]([CH3:46])[N:1]=2)=[O:43])=[CH:33][C:34]=1[C:39]([F:40])([F:41])[F:42]. The yield is 0.600. (2) The reactants are [I:1][C:2]1[CH:3]=[CH:4][C:5]2[N:6]([CH:8]=[C:9]([NH2:11])[N:10]=2)[N:7]=1.[C:12](Cl)(=[O:16])[CH:13]([CH3:15])[CH3:14]. The catalyst is CN(C)C(=O)C. The product is [I:1][C:2]1[CH:3]=[CH:4][C:5]2[N:6]([CH:8]=[C:9]([NH:11][C:12](=[O:16])[CH:13]([CH3:15])[CH3:14])[N:10]=2)[N:7]=1. The yield is 0.730. (3) The reactants are [C:1]([C:3]1[CH:4]=[CH:5][C:6]([C:9]([NH:11][C:12]2[N:17]=[C:16]([C@:18]3([CH3:36])[CH2:23][C@@H:22]([C:24]([F:27])([F:26])[F:25])[O:21][C:20]([NH:28]C(=O)OC(C)(C)C)=[N:19]3)[C:15]([F:37])=[CH:14][CH:13]=2)=[O:10])=[N:7][CH:8]=1)#[N:2].C(O)(C(F)(F)F)=O. The catalyst is C(Cl)Cl. The product is [NH2:28][C:20]1[O:21][C@H:22]([C:24]([F:25])([F:27])[F:26])[CH2:23][C@:18]([C:16]2[N:17]=[C:12]([NH:11][C:9](=[O:10])[C:6]3[CH:5]=[CH:4][C:3]([C:1]#[N:2])=[CH:8][N:7]=3)[CH:13]=[CH:14][C:15]=2[F:37])([CH3:36])[N:19]=1. The yield is 0.840. (4) The reactants are [CH:1]1([CH2:6][CH:7]([C:11]2[CH:16]=[CH:15][C:14]([N+:17]([O-:19])=[O:18])=[CH:13][CH:12]=2)[C:8]([OH:10])=O)[CH2:5][CH2:4][CH2:3][CH2:2]1.C(Cl)(=O)C(Cl)=O.[CH3:26][O:27][C:28](=[O:36])[C:29]1[CH:34]=[CH:33][C:32]([NH2:35])=[N:31][CH:30]=1.C(N(CC)C(C)C)(C)C. The catalyst is C(Cl)Cl.CN(C)C=O.O1CCCC1. The product is [CH3:26][O:27][C:28](=[O:36])[C:29]1[CH:34]=[CH:33][C:32]([NH:35][C:8](=[O:10])[CH:7]([C:11]2[CH:16]=[CH:15][C:14]([N+:17]([O-:19])=[O:18])=[CH:13][CH:12]=2)[CH2:6][CH:1]2[CH2:2][CH2:3][CH2:4][CH2:5]2)=[N:31][CH:30]=1. The yield is 0.446. (5) The reactants are Cl[C:2]1[CH:7]=[CH:6][CH:5]=[CH:4][C:3]=1[N+:8]([O-:10])=[O:9].C([O-])([O-])=O.[K+].[K+].[CH:17]1([NH2:23])[CH2:22][CH2:21][CH2:20][CH2:19][CH2:18]1. No catalyst specified. The product is [CH:17]1([NH:23][C:2]2[CH:7]=[CH:6][CH:5]=[CH:4][C:3]=2[N+:8]([O-:10])=[O:9])[CH2:22][CH2:21][CH2:20][CH2:19][CH2:18]1. The yield is 0.890.